From a dataset of Full USPTO retrosynthesis dataset with 1.9M reactions from patents (1976-2016). Predict the reactants needed to synthesize the given product. (1) Given the product [OH:1][C:2]1[CH:7]=[CH:6][N:5]2[C:8]([C:11]([OH:13])=[O:12])=[CH:9][N:10]=[C:4]2[CH:3]=1, predict the reactants needed to synthesize it. The reactants are: [OH:1][C:2]1[CH:7]=[CH:6][N:5]2[C:8]([C:11]([O-:13])=[O:12])=[CH:9][N:10]=[C:4]2[CH:3]=1.O.[OH-].[Li+]. (2) Given the product [C:14]1([N:20]2[CH2:25][CH2:24][N:23]([CH2:2][CH2:3][CH2:4][N:5]3[C:9]4[CH:10]=[CH:11][CH:12]=[CH:13][C:8]=4[N:7]=[CH:6]3)[CH2:22][CH2:21]2)[CH:19]=[CH:18][CH:17]=[CH:16][CH:15]=1, predict the reactants needed to synthesize it. The reactants are: Cl[CH2:2][CH2:3][CH2:4][N:5]1[C:9]2[CH:10]=[CH:11][CH:12]=[CH:13][C:8]=2[N:7]=[CH:6]1.[C:14]1([N:20]2[CH2:25][CH2:24][NH:23][CH2:22][CH2:21]2)[CH:19]=[CH:18][CH:17]=[CH:16][CH:15]=1.C(N(C(C)C)CC)(C)C.[I-].[K+]. (3) Given the product [CH2:16]([N:13]1[CH2:14][CH2:15][CH:10]([NH:9][C:2]2[CH:7]=[CH:6][C:5]([CH3:23])=[CH:4][N:3]=2)[CH2:11][CH2:12]1)[C:17]1[CH:22]=[CH:21][CH:20]=[CH:19][CH:18]=1, predict the reactants needed to synthesize it. The reactants are: Br[C:2]1[CH:7]=[C:6](C)[CH:5]=[CH:4][N:3]=1.[NH2:9][CH:10]1[CH2:15][CH2:14][N:13]([CH2:16][C:17]2[CH:22]=[CH:21][CH:20]=[CH:19][CH:18]=2)[CH2:12][CH2:11]1.[C:23](OCC)(=O)C.C(=O)(O)[O-].[Na+]. (4) Given the product [Cl:1][C:2]1[CH:28]=[C:27]([N:29]2[CH2:30][CH2:31][CH2:32][CH2:33]2)[CH:26]=[CH:25][C:3]=1[C:4]([N:6]1[C:12]2[CH:13]=[CH:14][CH:15]=[CH:16][C:11]=2[CH2:10][NH:9][C@H:8]([CH3:24])[CH2:7]1)=[O:5], predict the reactants needed to synthesize it. The reactants are: [Cl:1][C:2]1[CH:28]=[C:27]([N:29]2[CH2:33][CH2:32][CH2:31][CH2:30]2)[CH:26]=[CH:25][C:3]=1[C:4]([N:6]1[C:12]2[CH:13]=[CH:14][CH:15]=[CH:16][C:11]=2[CH2:10][N:9](C(OC(C)(C)C)=O)[C@H:8]([CH3:24])[CH2:7]1)=[O:5].ClCCl. (5) Given the product [OH:8][C:9]1[CH:10]=[C:11]2[C:16](=[CH:17][CH:18]=1)[CH:15]([C:19]1[CH:20]=[CH:21][C:22]([O:25][CH2:26][CH2:27][N:28]3[CH2:29][CH2:30][CH2:31][CH2:32]3)=[CH:23][CH:24]=1)[N:14]([C:33]([C:35]1[CH:36]=[CH:37][CH:38]=[CH:39][CH:40]=1)=[O:34])[CH2:13][CH2:12]2, predict the reactants needed to synthesize it. The reactants are: C([O:8][C:9]1[CH:10]=[C:11]2[C:16](=[CH:17][CH:18]=1)[CH:15]([C:19]1[CH:24]=[CH:23][C:22]([O:25][CH2:26][CH2:27][N:28]3[CH2:32][CH2:31][CH2:30][CH2:29]3)=[CH:21][CH:20]=1)[N:14]([C:33]([C:35]1[CH:40]=[CH:39][CH:38]=[CH:37][CH:36]=1)=[O:34])[CH2:13][CH2:12]2)C1C=CC=CC=1.C([O-])=O.[NH4+]. (6) Given the product [F:30][C:31]1[CH:32]=[C:33]2[C:37](=[CH:38][CH:39]=1)[NH:36][CH:35]=[C:34]2[CH2:17][N:14]1[CH2:15][CH2:16][C:11]2([CH2:10][C:9](=[O:28])[C:8]3[C:25](=[CH:26][CH:27]=[C:6](/[CH:5]=[CH:4]/[C:3]([OH:2])=[O:29])[CH:7]=3)[O:24]2)[CH2:12][CH2:13]1, predict the reactants needed to synthesize it. The reactants are: C[O:2][C:3](=[O:29])/[CH:4]=[CH:5]/[C:6]1[CH:7]=[C:8]2[C:25](=[CH:26][CH:27]=1)[O:24][C:11]1([CH2:16][CH2:15][N:14]([C:17](OC(C)(C)C)=O)[CH2:13][CH2:12]1)[CH2:10][C:9]2=[O:28].[F:30][C:31]1[CH:32]=[C:33]2[C:37](=[CH:38][CH:39]=1)[NH:36][CH:35]=[CH:34]2.[OH-].[Na+].